From a dataset of Retrosynthesis with 50K atom-mapped reactions and 10 reaction types from USPTO. Predict the reactants needed to synthesize the given product. (1) Given the product CCC[C@H](C)Oc1nc(N)c2nc(OC)[nH]c2n1, predict the reactants needed to synthesize it. The reactants are: CCC[C@H](C)Oc1nc(N)c2nc(OC)n(C3CCCCO3)c2n1. (2) Given the product c1ccc2ncccc2c1, predict the reactants needed to synthesize it. The reactants are: Oc1ccc2cccnc2c1. (3) The reactants are: Clc1nc(Nc2cc[nH]n2)cc2ccccc12.Oc1ccc(F)cc1. Given the product Fc1ccc(Oc2nc(Nc3cc[nH]n3)cc3ccccc23)cc1, predict the reactants needed to synthesize it. (4) Given the product CCOC(=O)c1cc([C@H]2CCCN(C(=O)c3sc(-c4ccc(C(F)(F)F)cc4)nc3C)C2)ccc1C, predict the reactants needed to synthesize it. The reactants are: CCOC(=O)c1cc([C@H]2CCCNC2)ccc1C.Cc1nc(-c2ccc(C(F)(F)F)cc2)sc1C(=O)O. (5) Given the product O=c1[nH]c2cc(Cl)c(C(F)(F)F)cc2n1C1CCN(C2CCOCC2)CC1, predict the reactants needed to synthesize it. The reactants are: O=C1CCOCC1.O=c1[nH]c2cc(Cl)c(C(F)(F)F)cc2n1C1CCNCC1. (6) Given the product OCC(O)Cc1nccn1CCCc1cccc(OCc2ccccc2)c1, predict the reactants needed to synthesize it. The reactants are: ICCCc1cccc(OCc2ccccc2)c1.OCC(O)Cc1ncc[nH]1. (7) Given the product O=C(c1ccc2c(c1)c1ccccc1n2Cc1ccncc1)N1CCCCC1, predict the reactants needed to synthesize it. The reactants are: BrCc1ccncc1.O=C(c1ccc2[nH]c3ccccc3c2c1)N1CCCCC1. (8) Given the product CC(C)(C)OC(=O)CNC(=S)Nc1ccc(C#N)cc1, predict the reactants needed to synthesize it. The reactants are: CC(C)(C)OC(=O)CN.N#Cc1ccc(N=C=S)cc1. (9) Given the product CC(C)(C)OC(=O)NCCNc1c(N)c(Cl)nc2ccccc12, predict the reactants needed to synthesize it. The reactants are: CC(C)(C)OC(=O)NCCNc1c([N+](=O)[O-])c(Cl)nc2ccccc12. (10) Given the product CN1CCN(c2cc3c(F)cc(F)cc3c(=O)[nH]2)CC1, predict the reactants needed to synthesize it. The reactants are: CN1CCNCC1.O=c1[nH]c(Cl)cc2c(F)cc(F)cc12.